From a dataset of Full USPTO retrosynthesis dataset with 1.9M reactions from patents (1976-2016). Predict the reactants needed to synthesize the given product. (1) The reactants are: [NH2:1][C:2]1[CH:3]=[N:4][CH:5]=[CH:6][C:7]=1[C:8]1([C:11]([O:13]C)=O)[CH2:10][CH2:9]1.F[B-](F)(F)F.[H+].C(=O)(O)[O-].[Na+]. Given the product [NH:1]1[C:2]2=[CH:3][N:4]=[CH:5][CH:6]=[C:7]2[C:8]2([CH2:10][CH2:9]2)[C:11]1=[O:13], predict the reactants needed to synthesize it. (2) Given the product [CH2:1]([N:8]1[CH2:9][CH2:10][C:11]([CH2:15][O:16][C:17]2[CH:22]=[CH:21][C:20]([C:23]([O:25][CH3:26])=[O:24])=[CH:19][CH:18]=2)([OH:14])[CH2:12][CH2:13]1)[C:2]1[CH:7]=[CH:6][CH:5]=[CH:4][CH:3]=1, predict the reactants needed to synthesize it. The reactants are: [CH2:1]([N:8]1[CH2:13][CH2:12][C:11]([CH2:15][O:16][C:17]2[CH:22]=[CH:21][C:20]([C:23]([OH:25])=[O:24])=[CH:19][CH:18]=2)([OH:14])[CH2:10][CH2:9]1)[C:2]1[CH:7]=[CH:6][CH:5]=[CH:4][CH:3]=1.[CH3:26][Si](C=[N+]=[N-])(C)C.CCCCCC. (3) Given the product [S:1]1[C:5]2=[N:6][CH:7]=[CH:8][CH:9]=[C:4]2[C:3]([S:16]([Cl:15])(=[O:18])=[O:17])=[CH:2]1, predict the reactants needed to synthesize it. The reactants are: [S:1]1[C:5]2=[N:6][CH:7]=[CH:8][CH:9]=[C:4]2[CH:3]=[CH:2]1.C([O-])(O)=O.[Na+].[Cl:15][S:16](O)(=[O:18])=[O:17]. (4) Given the product [Br:1][C:8]1[C:9](=[O:27])[C:10]2[C:15](=[C:14]([F:16])[CH:13]=[C:12]([F:17])[C:11]=2[NH:18][C:19]2[CH:24]=[CH:23][C:22]([I:25])=[CH:21][C:20]=2[F:26])[N:6]([CH:3]2[CH2:5][CH2:4]2)[CH:7]=1, predict the reactants needed to synthesize it. The reactants are: [Br:1]Br.[CH:3]1([N:6]2[C:15]3[C:10](=[C:11]([NH:18][C:19]4[CH:24]=[CH:23][C:22]([I:25])=[CH:21][C:20]=4[F:26])[C:12]([F:17])=[CH:13][C:14]=3[F:16])[C:9](=[O:27])[CH:8]=[CH:7]2)[CH2:5][CH2:4]1. (5) The reactants are: Br[CH2:2][C:3]([C:5]1[C:13]2[C:8](=[N:9][CH:10]=[CH:11][CH:12]=2)[NH:7][CH:6]=1)=O.[CH:14]1([NH:17][C:18]([NH2:20])=[S:19])[CH2:16][CH2:15]1. Given the product [CH:14]1([NH:17][C:18]2[S:19][CH:2]=[C:3]([C:5]3[C:13]4[C:8](=[N:9][CH:10]=[CH:11][CH:12]=4)[NH:7][CH:6]=3)[N:20]=2)[CH2:16][CH2:15]1, predict the reactants needed to synthesize it. (6) Given the product [CH:13]1([O:45][C:42]2[CH:43]=[CH:44][C:39]([C:38]3[C:33]([NH2:32])=[N:34][CH:35]=[CH:36][CH:37]=3)=[CH:40][CH:41]=2)[CH2:18][CH2:17][CH2:16][CH2:15][CH2:14]1, predict the reactants needed to synthesize it. The reactants are: CCOC(/N=N/C(OCC)=O)=O.[C:13]1(P([C:13]2[CH:18]=[CH:17][CH:16]=[CH:15][CH:14]=2)[C:13]2[CH:18]=[CH:17][CH:16]=[CH:15][CH:14]=2)[CH:18]=[CH:17][CH:16]=[CH:15][CH:14]=1.[NH2:32][C:33]1[C:38]([C:39]2[CH:44]=[CH:43][C:42]([OH:45])=[CH:41][CH:40]=2)=[CH:37][CH:36]=[CH:35][N:34]=1.C1(O)CCCCC1. (7) Given the product [CH2:23]([O:22][C:20]([NH:5][C@H:4]([C:6]([O:8][CH2:9][CH3:10])=[O:7])[CH2:3][C:2]([F:1])([CH3:11])[CH3:12])=[O:21])[C:24]1[CH:29]=[CH:28][CH:27]=[CH:26][CH:25]=1, predict the reactants needed to synthesize it. The reactants are: [F:1][C:2]([CH3:12])([CH3:11])[CH2:3][C@@H:4]([C:6]([O:8][CH2:9][CH3:10])=[O:7])[NH2:5].N1C=CC=CC=1.Cl[C:20]([O:22][CH2:23][C:24]1[CH:29]=[CH:28][CH:27]=[CH:26][CH:25]=1)=[O:21].CCOC(C)=O. (8) Given the product [Cl:20][C:14]1[CH:15]=[C:16]([N:19]=[CH:10][C:3]2[CH:4]=[C:5]([O:8][CH3:9])[N:6]=[CH:7][C:2]=2[OH:1])[CH:17]=[CH:18][C:13]=1[F:12], predict the reactants needed to synthesize it. The reactants are: [OH:1][C:2]1[C:3]([CH:10]=O)=[CH:4][C:5]([O:8][CH3:9])=[N:6][CH:7]=1.[F:12][C:13]1[CH:18]=[CH:17][C:16]([NH2:19])=[CH:15][C:14]=1[Cl:20].